This data is from HIV replication inhibition screening data with 41,000+ compounds from the AIDS Antiviral Screen. The task is: Binary Classification. Given a drug SMILES string, predict its activity (active/inactive) in a high-throughput screening assay against a specified biological target. (1) The compound is BrCC=CC[P+](c1ccccc1)(c1ccccc1)c1ccccc1.[BrH2+]. The result is 0 (inactive). (2) The drug is COc1ccc(-c2nc(N)c(C#N)c3c2CCS(=O)(=O)c2ccc(C)cc2-3)cc1OC. The result is 0 (inactive). (3) The drug is O=C(O)C1CSCN1C(=O)C1CCC(=S)N1. The result is 0 (inactive). (4) The compound is O=C(O)c1ccccc1NS(=O)(=O)c1ccc([N+](=O)[O-])cc1. The result is 0 (inactive). (5) The molecule is CC12CCC(=O)C(O)=C1CCC2=O. The result is 0 (inactive). (6) The drug is CCOC(=O)C1=C(C)C(C(=O)OC)C(=Cc2cccc3cccnc23)C1=O. The result is 0 (inactive).